This data is from Forward reaction prediction with 1.9M reactions from USPTO patents (1976-2016). The task is: Predict the product of the given reaction. Given the reactants [CH3:1][C:2]1[CH:10]=[CH:9][C:5]([C:6]([OH:8])=O)=[CH:4][C:3]=1[NH:11][C:12]1[N:17]=[C:16]([C:18]2[CH:19]=[N:20][CH:21]=[CH:22][CH:23]=2)[CH:15]=[CH:14][N:13]=1.[CH3:24][C:25]1[N:26]=[CH:27][N:28]([C:30]2[CH:31]=[C:32]([NH2:40])[CH:33]=[C:34]([C:36]([F:39])([F:38])[F:37])[CH:35]=2)[CH:29]=1.C(OP(C#N)(=O)OCC)C.C(N(CC)CC)C, predict the reaction product. The product is: [CH3:1][C:2]1[CH:10]=[CH:9][C:5]([C:6]([NH:40][C:32]2[CH:33]=[C:34]([C:36]([F:39])([F:38])[F:37])[CH:35]=[C:30]([N:28]3[CH:27]=[N:26][C:25]([CH3:24])=[CH:29]3)[CH:31]=2)=[O:8])=[CH:4][C:3]=1[NH:11][C:12]1[N:13]=[CH:14][CH:15]=[C:16]([C:18]2[CH:23]=[CH:22][CH:21]=[N:20][CH:19]=2)[N:17]=1.